Dataset: Catalyst prediction with 721,799 reactions and 888 catalyst types from USPTO. Task: Predict which catalyst facilitates the given reaction. Reactant: [F:1][C:2]([F:13])([F:12])[C:3]1[CH:4]=[C:5]([CH:9]=[CH:10][CH:11]=1)[C:6](Cl)=[O:7].[N+:14]([C:17]1[CH:18]=[C:19]([CH:21]=[CH:22][C:23]=1[CH3:24])[NH2:20])([O-:16])=[O:15]. Product: [CH3:24][C:23]1[CH:22]=[CH:21][C:19]([NH:20][C:6](=[O:7])[C:5]2[CH:9]=[CH:10][CH:11]=[C:3]([C:2]([F:13])([F:12])[F:1])[CH:4]=2)=[CH:18][C:17]=1[N+:14]([O-:16])=[O:15]. The catalyst class is: 17.